The task is: Predict the product of the given reaction.. This data is from Forward reaction prediction with 1.9M reactions from USPTO patents (1976-2016). (1) The product is: [CH3:1][O:2][C:3]1[N:8]=[CH:7][C:6]([C:9]2[CH:10]=[C:11]3[C:16](=[CH:17][CH:18]=2)[N:15]=[CH:14][N:13]=[C:12]3[C:19]2[CH:20]=[CH:21][C:22]([CH3:28])=[C:23]([C:24]([N:53]3[CH2:54][CH2:55][N:50]([CH3:49])[CH2:51][CH2:52]3)=[O:26])[CH:27]=2)=[CH:5][CH:4]=1. Given the reactants [CH3:1][O:2][C:3]1[N:8]=[CH:7][C:6]([C:9]2[CH:10]=[C:11]3[C:16](=[CH:17][CH:18]=2)[N:15]=[CH:14][N:13]=[C:12]3[C:19]2[CH:20]=[CH:21][C:22]([CH3:28])=[C:23]([CH:27]=2)[C:24]([OH:26])=O)=[CH:5][CH:4]=1.CCN(C(C)C)C(C)C.CCCP(=O)=O.CN(C=O)C.[CH3:49][N:50]1[CH2:55][CH2:54][NH:53][CH2:52][CH2:51]1, predict the reaction product. (2) Given the reactants [F:1][C:2]1[CH:10]=[CH:9][C:8]([F:11])=[CH:7][C:3]=1[C:4](Cl)=[O:5].Cl.[CH3:13][O:14][NH2:15].C(N(CC)CC)C, predict the reaction product. The product is: [F:1][C:2]1[CH:10]=[CH:9][C:8]([F:11])=[CH:7][C:3]=1[C:4]([NH:15][O:14][CH3:13])=[O:5]. (3) The product is: [Cl:16][CH2:4][CH2:5][C:6]([C:24]1[CH:29]=[CH:28][C:27]([CH3:9])=[CH:26][CH:25]=1)=[O:7]. Given the reactants ClCC[CH2:4][CH2:5][C:6](Cl)=[O:7].[C:9]1(C)C=CC=CC=1.[Cl-:16].[Al+3].[Cl-].[Cl-].Cl.[N+]([C:24]1[CH:29]=[CH:28][CH:27]=[CH:26][CH:25]=1)([O-])=O, predict the reaction product. (4) Given the reactants [N:1]1([C:7](=[O:12])[CH2:8][C:9](=[O:11])[CH3:10])[CH2:6][CH2:5][O:4][CH2:3][CH2:2]1.[Br:13]N1C(=O)CCC1=O, predict the reaction product. The product is: [Br:13][CH:8]([C:9](=[O:11])[CH3:10])[C:7]([N:1]1[CH2:6][CH2:5][O:4][CH2:3][CH2:2]1)=[O:12]. (5) Given the reactants [CH3:1][N:2]([CH3:19])[C:3](=[O:18])[C@H:4]([O:6][C:7]1[CH:16]=[CH:15][CH:14]=[C:13]2[C:8]=1[C:9](=O)[NH:10][CH:11]=[N:12]2)[CH3:5].[CH3:20][O:21][C:22]1[CH:23]=[C:24]([CH:36]=[CH:37][CH:38]=1)[CH2:25][N:26]1[C:34]2[C:29](=[CH:30][C:31]([NH2:35])=[CH:32][CH:33]=2)[CH:28]=[N:27]1, predict the reaction product. The product is: [CH3:20][O:21][C:22]1[CH:23]=[C:24]([CH:36]=[CH:37][CH:38]=1)[CH2:25][N:26]1[C:34]2[C:29](=[CH:30][C:31]([NH:35][C:9]3[C:8]4[C:13](=[CH:14][CH:15]=[CH:16][C:7]=4[O:6][C@H:4]([CH3:5])[C:3]([N:2]([CH3:19])[CH3:1])=[O:18])[N:12]=[CH:11][N:10]=3)=[CH:32][CH:33]=2)[CH:28]=[N:27]1. (6) Given the reactants [BrH:1].S(=O)(=O)(O)O.[CH3:7][C:8]1[N:13]=[C:12]([CH2:14]O)[CH:11]=[CH:10][CH:9]=1, predict the reaction product. The product is: [Br:1][CH2:14][C:12]1[CH:11]=[CH:10][CH:9]=[C:8]([CH3:7])[N:13]=1. (7) Given the reactants [Cl:1][C:2]1[CH:3]=[C:4]([CH:8]=[N:9][C:10]([O:12][Si](C)(C)C)=[CH2:11])[CH:5]=[CH:6][CH:7]=1.C(OC([N:24]1[C:32]2[C:27](=[CH:28][CH:29]=[C:30]([Cl:33])[CH:31]=2)/[C:26](=[CH:34]/[C:35]2[CH:40]=[C:39]([Br:41])[CH:38]=[CH:37][C:36]=2[O:42][CH:43]2[CH2:48][CH2:47][N:46]([C:49]([O:51][C:52]([CH3:55])([CH3:54])[CH3:53])=[O:50])[CH2:45][CH2:44]2)/[C:25]1=[O:56])=O)(C)(C)C, predict the reaction product. The product is: [Br:41][C:39]1[CH:38]=[CH:37][C:36]([O:42][CH:43]2[CH2:44][CH2:45][N:46]([C:49]([O:51][C:52]([CH3:55])([CH3:54])[CH3:53])=[O:50])[CH2:47][CH2:48]2)=[C:35]([CH:34]2[CH2:12][C:10](=[O:11])[NH:9][CH:8]([C:4]3[CH:5]=[CH:6][CH:7]=[C:2]([Cl:1])[CH:3]=3)[C:26]32[C:27]2[C:32](=[CH:31][C:30]([Cl:33])=[CH:29][CH:28]=2)[NH:24][C:25]3=[O:56])[CH:40]=1.